Task: Predict which catalyst facilitates the given reaction.. Dataset: Catalyst prediction with 721,799 reactions and 888 catalyst types from USPTO Reactant: [CH3:1][N:2]([CH3:7])[CH2:3][CH2:4][CH2:5][OH:6].[H-].[Na+].Cl[C:11]1[C:16]2[NH:17][C:18]3[C:23]([C:15]=2[C:14]([C:25]2[CH:30]=[CH:29][CH:28]=[C:27]([S:31]([CH2:34][CH3:35])(=[O:33])=[O:32])[CH:26]=2)=[CH:13][N:12]=1)=[CH:22][C:21]([CH3:24])=[CH:20][N:19]=3. Product: [CH2:34]([S:31]([C:27]1[CH:26]=[C:25]([C:14]2[C:15]3[C:23]4[CH:22]=[C:21]([CH3:24])[CH:20]=[N:19][C:18]=4[NH:17][C:16]=3[C:11]([O:6][CH2:5][CH2:4][CH2:3][N:2]([CH3:7])[CH3:1])=[N:12][CH:13]=2)[CH:30]=[CH:29][CH:28]=1)(=[O:32])=[O:33])[CH3:35]. The catalyst class is: 12.